Dataset: Full USPTO retrosynthesis dataset with 1.9M reactions from patents (1976-2016). Task: Predict the reactants needed to synthesize the given product. (1) Given the product [CH:1]1([C:6]2[N:11]=[C:10]([C:12]([OH:14])=[O:13])[CH:9]=[CH:8][CH:7]=2)[CH2:2][CH2:3][CH2:4][CH2:5]1, predict the reactants needed to synthesize it. The reactants are: [C:1]1([C:6]2[N:11]=[C:10]([C:12]([OH:14])=[O:13])[CH:9]=[CH:8][CH:7]=2)[CH2:5][CH2:4][CH2:3][CH:2]=1.[H][H]. (2) Given the product [Cl:22][C:16]1[CH:17]=[C:18]([Cl:21])[CH:19]=[CH:20][C:15]=1[C:11]1([OH:14])[CH2:10][CH2:9][NH:8][CH2:13][CH2:12]1, predict the reactants needed to synthesize it. The reactants are: C(OC([N:8]1[CH2:13][CH2:12][C:11]([C:15]2[CH:20]=[CH:19][C:18]([Cl:21])=[CH:17][C:16]=2[Cl:22])([OH:14])[CH2:10][CH2:9]1)=O)(C)(C)C.FC(F)(F)C(O)=O. (3) The reactants are: [OH:1][C:2]1[CH:20]=[CH:19][C:5]([CH2:6][NH:7][C:8](=[O:18])[C:9]2[CH:14]=[CH:13][C:12]([N+:15]([O-:17])=[O:16])=[CH:11][CH:10]=2)=[CH:4][CH:3]=1.[CH2:21]([O:28][C:29]1[CH:37]=[CH:36][C:32]([C:33](Cl)=[O:34])=[CH:31][CH:30]=1)[CH2:22][CH2:23][CH2:24][CH2:25][CH2:26][CH3:27]. Given the product [CH2:21]([O:28][C:29]1[CH:30]=[CH:31][C:32]([C:33]([O:1][C:2]2[CH:3]=[CH:4][C:5]([CH2:6][NH:7][C:8](=[O:18])[C:9]3[CH:14]=[CH:13][C:12]([N+:15]([O-:17])=[O:16])=[CH:11][CH:10]=3)=[CH:19][CH:20]=2)=[O:34])=[CH:36][CH:37]=1)[CH2:22][CH2:23][CH2:24][CH2:25][CH2:26][CH3:27], predict the reactants needed to synthesize it.